Dataset: Forward reaction prediction with 1.9M reactions from USPTO patents (1976-2016). Task: Predict the product of the given reaction. (1) The product is: [P:1]([O:13][CH2:36][Cl:35])([O:3][C:4]([CH3:6])([CH3:7])[CH3:5])([O:8][C:9]([CH3:12])([CH3:11])[CH3:10])=[O:2]. Given the reactants [P:1]([O-:13])([O:8][C:9]([CH3:12])([CH3:11])[CH3:10])([O:3][C:4]([CH3:7])([CH3:6])[CH3:5])=[O:2].[K+].C(=O)(O)[O-].[Na+].S([O-])([O-])(=O)=O.C([NH3+])CCC.C([NH3+])CCC.[Cl:35][CH2:36]OS(Cl)(=O)=O, predict the reaction product. (2) Given the reactants [NH2:1][C:2]1[N:10]=[C:9]([CH2:11][O:12][CH3:13])[CH:8]=[CH:7][C:3]=1[C:4]([OH:6])=O.[F:14][C:15]([F:32])([F:31])[C:16]1[CH:21]=[CH:20][CH:19]=[CH:18][C:17]=1[O:22][C:23]1[CH:24]=[C:25]([CH:28]=[CH:29][CH:30]=1)[CH2:26][NH2:27].C(N(CC)CC)C.CN([P+](ON1N=NC2C=CC=CC1=2)(N(C)C)N(C)C)C.F[P-](F)(F)(F)(F)F, predict the reaction product. The product is: [F:14][C:15]([F:31])([F:32])[C:16]1[CH:21]=[CH:20][CH:19]=[CH:18][C:17]=1[O:22][C:23]1[CH:24]=[C:25]([CH2:26][NH:27][C:4](=[O:6])[C:3]2[CH:7]=[CH:8][C:9]([CH2:11][O:12][CH3:13])=[N:10][C:2]=2[NH2:1])[CH:28]=[CH:29][CH:30]=1. (3) The product is: [Br:33][C:34]1[CH:39]=[CH:38][CH:37]=[CH:36][C:35]=1[C:40]([N:42]=[C:43]=[S:44])=[O:41].[Br:33][C:34]1[CH:39]=[CH:38][CH:37]=[CH:36][C:35]=1[C:40]([NH:42][C:43]([NH:30][C:29]1[CH:31]=[CH:32][C:26]([O:25][C:16]2[C:15]3[C:20](=[CH:21][C:22]([O:23][CH3:24])=[C:13]([O:12][CH3:11])[CH:14]=3)[N:19]=[CH:18][CH:17]=2)=[CH:27][CH:28]=1)=[S:44])=[O:41]. Given the reactants BrC1C=CC=CC=1C(Cl)=O.[CH3:11][O:12][C:13]1[CH:14]=[C:15]2[C:20](=[CH:21][C:22]=1[O:23][CH3:24])[N:19]=[CH:18][CH:17]=[C:16]2[O:25][C:26]1[CH:32]=[CH:31][C:29]([NH2:30])=[CH:28][CH:27]=1.[Br:33][C:34]1[CH:39]=[CH:38][CH:37]=[CH:36][C:35]=1[C:40]([N:42]=[C:43]=[S:44])=[O:41], predict the reaction product. (4) Given the reactants [Cl:1][C:2]1[N:7]=[C:6]([N:8]([CH3:15])[S:9]([N:12]([CH3:14])[CH3:13])(=[O:11])=[O:10])[CH:5]=[C:4](Cl)[N:3]=1.[CH3:17][C:18]1[NH:22][N:21]=[C:20]([NH2:23])[CH:19]=1.CCN(C(C)C)C(C)C, predict the reaction product. The product is: [Cl:1][C:2]1[N:7]=[C:6]([N:8]([CH3:15])[S:9]([N:12]([CH3:14])[CH3:13])(=[O:11])=[O:10])[CH:5]=[C:4]([NH:23][C:20]2[CH:19]=[C:18]([CH3:17])[NH:22][N:21]=2)[N:3]=1. (5) Given the reactants Cl[C:2]1[N:7]=[C:6]([C:8]2[CH:13]=[CH:12][CH:11]=[C:10]([O:14][CH:15]([CH3:17])[CH3:16])[CH:9]=2)[CH:5]=[CH:4][N:3]=1.[NH2:18][CH2:19][CH2:20][C:21]1[CH:26]=[CH:25][C:24]([OH:27])=[CH:23][CH:22]=1, predict the reaction product. The product is: [CH:15]([O:14][C:10]1[CH:9]=[C:8]([C:6]2[CH:5]=[CH:4][N:3]=[C:2]([NH:18][CH2:19][CH2:20][C:21]3[CH:26]=[CH:25][C:24]([OH:27])=[CH:23][CH:22]=3)[N:7]=2)[CH:13]=[CH:12][CH:11]=1)([CH3:17])[CH3:16].